The task is: Predict the reactants needed to synthesize the given product.. This data is from Full USPTO retrosynthesis dataset with 1.9M reactions from patents (1976-2016). (1) Given the product [CH3:1][N:2]([CH2:4][C:5]1[CH:6]=[C:7]([C:12]2[CH:13]=[C:14]([C:25]([NH:29][CH2:30][C:31]3[C:32](=[O:39])[NH:33][C:34]([CH3:38])=[CH:35][C:36]=3[CH3:37])=[O:26])[C:15]3[C:16]([CH3:24])=[CH:17][N:18]([CH:21]([CH3:22])[CH3:23])[C:19]=3[CH:20]=2)[CH:8]=[CH:9][C:10]=1[F:11])[CH3:3], predict the reactants needed to synthesize it. The reactants are: [CH3:1][N:2]([CH2:4][C:5]1[CH:6]=[C:7]([C:12]2[CH:13]=[C:14]([C:25](O)=[O:26])[C:15]3[C:16]([CH3:24])=[CH:17][N:18]([CH:21]([CH3:23])[CH3:22])[C:19]=3[CH:20]=2)[CH:8]=[CH:9][C:10]=1[F:11])[CH3:3].Cl.[NH2:29][CH2:30][C:31]1[C:32](=[O:39])[NH:33][C:34]([CH3:38])=[CH:35][C:36]=1[CH3:37].C1C=NC2N(O)N=NC=2C=1.CN1CCOCC1.C(Cl)CCl. (2) Given the product [Cl:1][C:2]1[CH:3]=[C:4]([CH:18]=[C:19]([F:21])[CH:20]=1)[CH2:5][CH:6]1[C:10]2[NH:11][C:12]([C:14]([OH:16])=[O:15])=[CH:13][C:9]=2[CH2:8][CH2:7]1, predict the reactants needed to synthesize it. The reactants are: [Cl:1][C:2]1[CH:3]=[C:4]([CH:18]=[C:19]([F:21])[CH:20]=1)[CH2:5][CH:6]1[C:10]2[NH:11][C:12]([C:14]([O:16]C)=[O:15])=[CH:13][C:9]=2[CH2:8][CH2:7]1.[OH-].[Li+].CO. (3) Given the product [N:15]1[CH:16]=[CH:17][C:12]([CH2:10][C:3]2[C:4]3[C:9](=[CH:8][CH:7]=[CH:6][CH:5]=3)[NH:1][CH:2]=2)=[CH:13][CH:14]=1, predict the reactants needed to synthesize it. The reactants are: [NH:1]1[C:9]2[C:4](=[CH:5][CH:6]=[CH:7][CH:8]=2)[C:3]([CH:10]([C:12]2[CH:17]=[CH:16][N:15]=[CH:14][CH:13]=2)O)=[CH:2]1.C([SiH](CC)CC)C.C(O)(C(F)(F)F)=O.